Task: Predict the product of the given reaction.. Dataset: Forward reaction prediction with 1.9M reactions from USPTO patents (1976-2016) (1) Given the reactants [CH:1]1([C:4]2[CH:5]=[CH:6][C:7]([C:15]([OH:17])=O)=[N:8][C:9]=2[O:10][CH2:11][CH:12]2[CH2:14][CH2:13]2)[CH2:3][CH2:2]1.Cl.[NH2:19][C:20]([CH2:28][CH3:29])([CH2:26][CH3:27])[C:21]([O:23][CH2:24][CH3:25])=[O:22], predict the reaction product. The product is: [CH2:24]([O:23][C:21](=[O:22])[C:20]([NH:19][C:15]([C:7]1[CH:6]=[CH:5][C:4]([CH:1]2[CH2:2][CH2:3]2)=[C:9]([O:10][CH2:11][CH:12]2[CH2:13][CH2:14]2)[N:8]=1)=[O:17])([CH2:28][CH3:29])[CH2:26][CH3:27])[CH3:25]. (2) The product is: [Cl:11][CH2:8][C:7]1[C:2]([CH3:1])=[N:3][CH:4]=[CH:5][CH:6]=1. Given the reactants [CH3:1][C:2]1[C:7]([CH2:8]O)=[CH:6][CH:5]=[CH:4][N:3]=1.C(Cl)[Cl:11], predict the reaction product. (3) Given the reactants Cl[C:2]1[C:11]2[C:6](=[CH:7][C:8]([F:13])=[CH:9][C:10]=2[F:12])[N:5]=[C:4]([N:14]2[CH2:19][CH2:18][N:17]([C:20]([O:22][C:23]([CH3:26])([CH3:25])[CH3:24])=[O:21])[C@H:16]([CH3:27])[CH2:15]2)[C:3]=1[CH3:28].[O:29]1[CH2:34][CH2:33][N:32]([C:35]2[CH:36]=[C:37]([NH2:41])[CH:38]=[N:39][CH:40]=2)[CH2:31][CH2:30]1, predict the reaction product. The product is: [F:12][C:10]1[CH:9]=[C:8]([F:13])[CH:7]=[C:6]2[C:11]=1[C:2]([NH:41][C:37]1[CH:38]=[N:39][CH:40]=[C:35]([N:32]3[CH2:33][CH2:34][O:29][CH2:30][CH2:31]3)[CH:36]=1)=[C:3]([CH3:28])[C:4]([N:14]1[CH2:19][CH2:18][N:17]([C:20]([O:22][C:23]([CH3:24])([CH3:26])[CH3:25])=[O:21])[C@H:16]([CH3:27])[CH2:15]1)=[N:5]2. (4) Given the reactants Br[C:2]1[N:10]2[C:5]([CH:6]=[N:7][C:8]([S:11][CH3:12])=[N:9]2)=[CH:4][CH:3]=1.[C:13]([O:17][CH2:18][C:19]1[CH:20]=[C:21](B(O)O)[CH:22]=[CH:23][CH:24]=1)([CH3:16])([CH3:15])[CH3:14].C(=O)([O-])[O-].[Na+].[Na+].O.CN(C)C=O, predict the reaction product. The product is: [C:13]([O:17][CH2:18][C:19]1[CH:24]=[C:23]([C:2]2[N:10]3[C:5]([CH:6]=[N:7][C:8]([S:11][CH3:12])=[N:9]3)=[CH:4][CH:3]=2)[CH:22]=[CH:21][CH:20]=1)([CH3:16])([CH3:14])[CH3:15]. (5) Given the reactants Br[C:2]1[CH:7]=[CH:6][C:5](/[C:8](/[CH3:15])=[CH:9]/[C:10]([O:12][CH2:13][CH3:14])=[O:11])=[CH:4][CH:3]=1.[CH3:16][O:17][C:18]1[CH:19]=[C:20](B(O)O)[CH:21]=[CH:22][CH:23]=1, predict the reaction product. The product is: [CH3:16][O:17][C:18]1[CH:23]=[C:22]([C:2]2[CH:7]=[CH:6][C:5](/[C:8](/[CH3:15])=[CH:9]/[C:10]([O:12][CH2:13][CH3:14])=[O:11])=[CH:4][CH:3]=2)[CH:21]=[CH:20][CH:19]=1. (6) The product is: [CH:32]([NH:35][C:29]([C:10]1[N:11]([CH3:28])[C:12]([CH2:16][NH:17][S:18]([C:21]2[CH:26]=[CH:25][C:24]([CH3:27])=[CH:23][CH:22]=2)(=[O:20])=[O:19])=[CH:13][C:14](=[O:15])[C:9]=1[O:8][CH2:1][C:2]1[CH:7]=[CH:6][CH:5]=[CH:4][CH:3]=1)=[O:31])([CH3:34])[CH3:33]. Given the reactants [CH2:1]([O:8][C:9]1[C:14](=[O:15])[CH:13]=[C:12]([CH2:16][NH:17][S:18]([C:21]2[CH:26]=[CH:25][C:24]([CH3:27])=[CH:23][CH:22]=2)(=[O:20])=[O:19])[N:11]([CH3:28])[C:10]=1[C:29]([OH:31])=O)[C:2]1[CH:7]=[CH:6][CH:5]=[CH:4][CH:3]=1.[CH:32]([NH:35]C(C1N(C)C(CNS(C2C=CC=CC=2)(=O)=O)=CC(=O)C=1OCC1C=CC=CC=1)=O)([CH3:34])[CH3:33], predict the reaction product. (7) Given the reactants [F:1][C:2]1([F:10])[CH2:4][CH:3]1[C:5](=O)[CH2:6][C:7]#[N:8].[NH2:11][NH2:12], predict the reaction product. The product is: [F:1][C:2]1([F:10])[CH2:4][CH:3]1[C:5]1[NH:12][N:11]=[C:7]([NH2:8])[CH:6]=1.